From a dataset of Full USPTO retrosynthesis dataset with 1.9M reactions from patents (1976-2016). Predict the reactants needed to synthesize the given product. (1) The reactants are: [I:1][CH2:2][I:3].[C:4]1([P:10]([C:17]2[CH:22]=[CH:21][CH:20]=[CH:19][CH:18]=2)[C:11]2[CH:16]=[CH:15][CH:14]=[CH:13][CH:12]=2)[CH:9]=[CH:8][CH:7]=[CH:6][CH:5]=1. Given the product [I-:1].[I:3][CH:2]=[C:22]1[CH:21]=[CH:20][CH:19]=[CH:18][CH:17]1[PH+:10]([C:4]1[CH:5]=[CH:6][CH:7]=[CH:8][CH:9]=1)[C:11]1[CH:12]=[CH:13][CH:14]=[CH:15][CH:16]=1, predict the reactants needed to synthesize it. (2) Given the product [F:13][C:14]([F:34])([F:33])[C:5]([OH:4])=[O:11].[N:47]1([CH2:46][C:45]2[CH:44]=[C:43]([NH:42][C:2]([N:26]3[C@@H:27]4[CH2:31][N:30]([CH2:29][CH2:28]4)[C:24]4[CH:23]=[CH:22][C:21]([C:17]5[CH:18]=[CH:19][CH:20]=[C:15]([C:14]([F:33])([F:13])[F:34])[CH:16]=5)=[N:32][C:25]3=4)=[O:4])[CH:62]=[CH:61][CH:60]=2)[CH2:48][CH2:49][NH:50][CH2:51][CH2:52]1, predict the reactants needed to synthesize it. The reactants are: Cl[C:2](Cl)([O:4][C:5](=[O:11])OC(Cl)(Cl)Cl)Cl.[F:13][C:14]([F:34])([F:33])[C:15]1[CH:16]=[C:17]([C:21]2[CH:22]=[CH:23][C:24]3[N:30]4[CH2:31][C@H:27]([CH2:28][CH2:29]4)[NH:26][C:25]=3[N:32]=2)[CH:18]=[CH:19][CH:20]=1.C(N(CC)CC)C.[NH2:42][C:43]1[CH:44]=[C:45]([CH:60]=[CH:61][CH:62]=1)[CH2:46][N:47]1[CH2:52][CH2:51][N:50](C(OC(C)(C)C)=O)[CH2:49][CH2:48]1. (3) Given the product [CH3:13][O:12][CH2:11][CH2:10][CH2:9][N:1]1[CH2:6][CH2:5][C:4](=[O:7])[CH2:3][CH2:2]1, predict the reactants needed to synthesize it. The reactants are: [NH:1]1[CH2:6][CH2:5][C:4](=[O:7])[CH2:3][CH2:2]1.Cl[CH2:9][CH2:10][CH2:11][O:12][CH3:13].